Dataset: Forward reaction prediction with 1.9M reactions from USPTO patents (1976-2016). Task: Predict the product of the given reaction. (1) Given the reactants [N+:1]([C:4]1[CH:5]=[C:6]([NH2:11])[C:7]([NH2:10])=[CH:8][CH:9]=1)([O-:3])=[O:2].[C:12](N1C=CN=C1)(N1C=CN=C1)=[O:13].O, predict the reaction product. The product is: [N+:1]([C:4]1[CH:9]=[CH:8][C:7]2[NH:10][C:12](=[O:13])[NH:11][C:6]=2[CH:5]=1)([O-:3])=[O:2]. (2) Given the reactants [NH2:1][CH:2]([C:7]1[CH:12]=[C:11]([Cl:13])[CH:10]=[C:9]([Cl:14])[CH:8]=1)[CH2:3][C:4]([OH:6])=[O:5].C(OC(OC(C)(C)C)=O)(OC(C)(C)C)=O.[CH:30]1[C:42]2[CH:41]([CH2:43]O)[C:40]3[C:35](=[CH:36][CH:37]=[CH:38][CH:39]=3)[C:34]=2[CH:33]=[CH:32][CH:31]=1.C1(N=C=NC2CCCCC2)CCCCC1.FC(F)(F)C(O)=O, predict the reaction product. The product is: [CH:30]1[C:42]2[CH:41]([CH2:43][O:5][C:4](=[O:6])[CH2:3][CH:2]([NH2:1])[C:7]3[CH:8]=[C:9]([Cl:14])[CH:10]=[C:11]([Cl:13])[CH:12]=3)[C:40]3[C:35](=[CH:36][CH:37]=[CH:38][CH:39]=3)[C:34]=2[CH:33]=[CH:32][CH:31]=1.